From a dataset of Forward reaction prediction with 1.9M reactions from USPTO patents (1976-2016). Predict the product of the given reaction. Given the reactants [CH3:1][O:2][C:3]1[CH:8]=[CH:7][CH:6]=[CH:5][C:4]=1[C:9]1[C:17]2[C:12](=[CH:13][CH:14]=[C:15]([C:18]#[N:19])[CH:16]=2)[N:11](C2CCCCO2)[N:10]=1.Cl.C(=O)(O)[O-].[Na+], predict the reaction product. The product is: [CH3:1][O:2][C:3]1[CH:8]=[CH:7][CH:6]=[CH:5][C:4]=1[C:9]1[C:17]2[C:12](=[CH:13][CH:14]=[C:15]([C:18]#[N:19])[CH:16]=2)[NH:11][N:10]=1.